From a dataset of Peptide-MHC class II binding affinity with 134,281 pairs from IEDB. Regression. Given a peptide amino acid sequence and an MHC pseudo amino acid sequence, predict their binding affinity value. This is MHC class II binding data. The peptide sequence is VVKDAQALLHGLDFS. The MHC is DRB1_0101 with pseudo-sequence DRB1_0101. The binding affinity (normalized) is 0.665.